From a dataset of Catalyst prediction with 721,799 reactions and 888 catalyst types from USPTO. Predict which catalyst facilitates the given reaction. (1) Reactant: [Cl:1][C:2]1[C:3]([F:10])=[C:4]([CH2:8]O)[CH:5]=[CH:6][CH:7]=1.P(Br)(Br)[Br:12]. Product: [Br:12][CH2:8][C:4]1[CH:5]=[CH:6][CH:7]=[C:2]([Cl:1])[C:3]=1[F:10]. The catalyst class is: 2. (2) Reactant: [S:1]1[CH:5]=[CH:4][C:3]2[C:6]([N:10]3[CH2:15][CH2:14][N:13]([CH2:16][CH2:17][CH2:18][CH2:19][O:20][C:21]4[CH:30]=[C:29]5[C:24]([CH:25]=[CH:26][C:27](=[O:31])[NH:28]5)=[CH:23][CH:22]=4)[CH2:12][CH2:11]3)=[CH:7][CH:8]=[CH:9][C:2]1=2.C([OH:34])C.[OH-].[Na+].CC1C=CC(COC(NNC(C2C=NC=CN=2)=O)=O)=CC=1. Product: [OH2:20].[OH2:34].[S:1]1[CH:5]=[CH:4][C:3]2[C:6]([N:10]3[CH2:11][CH2:12][N:13]([CH2:16][CH2:17][CH2:18][CH2:19][O:20][C:21]4[CH:30]=[C:29]5[C:24]([CH:25]=[CH:26][C:27](=[O:31])[NH:28]5)=[CH:23][CH:22]=4)[CH2:14][CH2:15]3)=[CH:7][CH:8]=[CH:9][C:2]1=2. The catalyst class is: 211. (3) Reactant: [OH:1][C:2]1[N:10]=[CH:9][CH:8]=[CH:7][C:3]=1[C:4]([OH:6])=[O:5].[OH-].[K+].[CH3:13]I. Product: [CH3:13][N:10]1[CH:9]=[CH:8][CH:7]=[C:3]([C:4]([OH:6])=[O:5])[C:2]1=[O:1]. The catalyst class is: 5. (4) Reactant: [C:1]([O:4][CH2:5][C:6]1[CH:11]=[C:10]([NH:12][C:13]2[CH:18]=[CH:17][C:16]([C:19]#[N:20])=[CH:15][CH:14]=2)[CH:9]=[CH:8][C:7]=1[Br:21])(=[O:3])[CH3:2].I[CH3:23].[H-].[Na+].O. Product: [C:1]([O:4][CH2:5][C:6]1[CH:11]=[C:10]([N:12]([C:13]2[CH:18]=[CH:17][C:16]([C:19]#[N:20])=[CH:15][CH:14]=2)[CH3:23])[CH:9]=[CH:8][C:7]=1[Br:21])(=[O:3])[CH3:2]. The catalyst class is: 9.